Predict the reactants needed to synthesize the given product. From a dataset of Full USPTO retrosynthesis dataset with 1.9M reactions from patents (1976-2016). (1) Given the product [ClH:2].[Cl:2][C:3]1[C:4]2[NH:10][C:17]3[CH2:18][CH2:19][NH:14][CH2:15][C:16]=3[C:5]=2[C:6]([CH3:9])=[CH:7][CH:8]=1, predict the reactants needed to synthesize it. The reactants are: Cl.[Cl:2][C:3]1[CH:8]=[CH:7][C:6]([CH3:9])=[CH:5][C:4]=1[NH:10]N.O.Cl.[NH:14]1[CH2:19][CH2:18][C:17](=O)[CH2:16][CH2:15]1.Cl. (2) Given the product [CH2:20]([O:27][C:28]1[CH:29]=[CH:30][C:31]2[C:35]([O:36][C:37]3[CH:51]=[CH:50][C:40]([O:41][CH2:42][CH2:43][N:44]4[CH2:49][CH2:48][CH2:47][CH2:46][CH2:45]4)=[CH:39][CH:38]=3)=[C:34]([C:62]3[CH:63]=[CH:64][C:65]([S:68]([C:71]([F:73])([F:72])[F:74])(=[O:70])=[O:69])=[CH:66][CH:67]=3)[S:33][C:32]=2[CH:53]=1)[C:21]1[CH:26]=[CH:25][CH:24]=[CH:23][CH:22]=1, predict the reactants needed to synthesize it. The reactants are: C1(P(C2CCCCC2)C2CCCCC2)CCCCC1.[CH2:20]([O:27][C:28]1[CH:29]=[CH:30][C:31]2[C:35]([O:36][C:37]3[CH:51]=[CH:50][C:40]([O:41][CH2:42][CH2:43][N:44]4[CH2:49][CH2:48][CH2:47][CH2:46][CH2:45]4)=[CH:39][CH:38]=3)=[C:34](Br)[S:33][C:32]=2[CH:53]=1)[C:21]1[CH:26]=[CH:25][CH:24]=[CH:23][CH:22]=1.CC1(C)C(C)(C)OB([C:62]2[CH:67]=[CH:66][C:65]([S:68]([C:71]([F:74])([F:73])[F:72])(=[O:70])=[O:69])=[CH:64][CH:63]=2)O1.[F-].[Cs+]. (3) Given the product [OH:1][CH:2]1[CH2:6][N:5]([CH2:15][C:14]2[CH:17]=[CH:18][CH:19]=[C:12]([C:11]([F:21])([F:20])[F:10])[CH:13]=2)[CH:4]([C:7]([O:9][CH2:15][C:14]2[CH:17]=[CH:18][CH:19]=[C:12]([C:11]([F:10])([F:20])[F:21])[CH:13]=2)=[O:8])[CH2:3]1, predict the reactants needed to synthesize it. The reactants are: [OH:1][C@H:2]1[CH2:6][NH:5][C@@H:4]([C:7]([OH:9])=[O:8])[CH2:3]1.[F:10][C:11]([F:21])([F:20])[C:12]1[CH:13]=[C:14]([CH:17]=[CH:18][CH:19]=1)[CH2:15]Br.C([O-])([O-])=O.[Na+].[Na+]. (4) The reactants are: ClC(Cl)(Cl)C[O:4][C:5]([NH:7][C:8]1[N:12]([C:13]2[CH:18]=[CH:17][C:16]([CH3:19])=[CH:15][CH:14]=2)[N:11]=[C:10]([C:20]([CH3:23])([CH3:22])[CH3:21])[CH:9]=1)=O.[NH2:26][C:27]1[C:36]2[C:31](=[CH:32][CH:33]=[CH:34][CH:35]=2)[C:30]([C:37]2[CH:38]=[N:39][C:40]([N:43]([CH2:45][CH2:46][CH2:47][O:48][CH3:49])[CH3:44])=[CH:41][CH:42]=2)=[CH:29][CH:28]=1.C(N(C(C)C)CC)(C)C.CS(C)=O. Given the product [C:20]([C:10]1[CH:9]=[C:8]([NH:7][C:5]([NH:26][C:27]2[C:36]3[C:31](=[CH:32][CH:33]=[CH:34][CH:35]=3)[C:30]([C:37]3[CH:38]=[N:39][C:40]([N:43]([CH2:45][CH2:46][CH2:47][O:48][CH3:49])[CH3:44])=[CH:41][CH:42]=3)=[CH:29][CH:28]=2)=[O:4])[N:12]([C:13]2[CH:18]=[CH:17][C:16]([CH3:19])=[CH:15][CH:14]=2)[N:11]=1)([CH3:23])([CH3:22])[CH3:21], predict the reactants needed to synthesize it. (5) Given the product [OH:8][C@H:9]([C:29]1[CH:38]=[CH:37][C:36]([OH:39])=[C:35]2[C:30]=1[CH:31]=[CH:32][C:33](=[O:40])[NH:34]2)[CH2:10][NH:11][CH:12]1[CH2:17][CH2:16][N:15]([CH2:18][C:19]([O:21][CH2:22][C:23]2[CH:28]=[CH:27][CH:26]=[CH:25][CH:24]=2)=[O:20])[CH2:14][CH2:13]1.[NH3:43], predict the reactants needed to synthesize it. The reactants are: [Si]([O:8][C@H:9]([C:29]1[CH:38]=[CH:37][C:36]([OH:39])=[C:35]2[C:30]=1[CH:31]=[CH:32][C:33](=[O:40])[NH:34]2)[CH2:10][NH:11][CH:12]1[CH2:17][CH2:16][N:15]([CH2:18][C:19]([O:21][CH2:22][C:23]2[CH:28]=[CH:27][CH:26]=[CH:25][CH:24]=2)=[O:20])[CH2:14][CH2:13]1)(C(C)(C)C)(C)C.CC[N:43](CC)CC.F.F.F.